From a dataset of NCI-60 drug combinations with 297,098 pairs across 59 cell lines. Regression. Given two drug SMILES strings and cell line genomic features, predict the synergy score measuring deviation from expected non-interaction effect. (1) Drug 1: CC1OCC2C(O1)C(C(C(O2)OC3C4COC(=O)C4C(C5=CC6=C(C=C35)OCO6)C7=CC(=C(C(=C7)OC)O)OC)O)O. Drug 2: C1C(C(OC1N2C=C(C(=O)NC2=O)F)CO)O. Cell line: M14. Synergy scores: CSS=19.5, Synergy_ZIP=-11.2, Synergy_Bliss=-6.29, Synergy_Loewe=-8.48, Synergy_HSA=-4.50. (2) Drug 1: CCCS(=O)(=O)NC1=C(C(=C(C=C1)F)C(=O)C2=CNC3=C2C=C(C=N3)C4=CC=C(C=C4)Cl)F. Drug 2: CN(CCCl)CCCl.Cl. Cell line: PC-3. Synergy scores: CSS=8.96, Synergy_ZIP=-1.88, Synergy_Bliss=1.52, Synergy_Loewe=-7.58, Synergy_HSA=-0.462. (3) Drug 1: C1C(C(OC1N2C=C(C(=O)NC2=O)F)CO)O. Drug 2: C1CN(P(=O)(OC1)NCCCl)CCCl. Cell line: OVCAR-4. Synergy scores: CSS=12.8, Synergy_ZIP=-5.48, Synergy_Bliss=-3.73, Synergy_Loewe=-25.8, Synergy_HSA=-2.37. (4) Drug 1: CS(=O)(=O)CCNCC1=CC=C(O1)C2=CC3=C(C=C2)N=CN=C3NC4=CC(=C(C=C4)OCC5=CC(=CC=C5)F)Cl. Drug 2: CCC1(C2=C(COC1=O)C(=O)N3CC4=CC5=C(C=CC(=C5CN(C)C)O)N=C4C3=C2)O.Cl. Cell line: TK-10. Synergy scores: CSS=22.5, Synergy_ZIP=-6.10, Synergy_Bliss=-0.103, Synergy_Loewe=-10.8, Synergy_HSA=1.27. (5) Drug 1: C1CCN(CC1)CCOC2=CC=C(C=C2)C(=O)C3=C(SC4=C3C=CC(=C4)O)C5=CC=C(C=C5)O. Drug 2: C1CCC(C(C1)N)N.C(=O)(C(=O)[O-])[O-].[Pt+4]. Cell line: SK-MEL-2. Synergy scores: CSS=7.04, Synergy_ZIP=6.35, Synergy_Bliss=8.92, Synergy_Loewe=6.79, Synergy_HSA=5.79.